Dataset: Catalyst prediction with 721,799 reactions and 888 catalyst types from USPTO. Task: Predict which catalyst facilitates the given reaction. (1) Reactant: FC(F)(F)C(O)=O.[CH2:8]([O:12][C:13]1[N:21]=[C:20]2[C:16]([N:17]=[C:18]([O:22][CH3:23])[NH:19]2)=[C:15]([NH2:24])[N:14]=1)[CH2:9][CH2:10][CH3:11].C(=O)([O-])[O-].[K+].[K+].Br[CH2:32][CH2:33][CH2:34][Cl:35]. Product: [CH2:8]([O:12][C:13]1[N:21]=[C:20]2[C:16]([N:17]=[C:18]([O:22][CH3:23])[N:19]2[CH2:32][CH2:33][CH2:34][Cl:35])=[C:15]([NH2:24])[N:14]=1)[CH2:9][CH2:10][CH3:11]. The catalyst class is: 3. (2) Reactant: [CH3:1][O:2][C:3]1[CH:8]=[C:7]([Br:9])[CH:6]=[C:5]([O:10][CH3:11])[CH:4]=1.B(Br)(Br)Br.C([O-])([O-])=O.[K+].[K+].C(Br)[C:23]1[CH:28]=[CH:27][CH:26]=[CH:25][CH:24]=1. Product: [CH2:1]([O:2][C:3]1[CH:8]=[C:7]([Br:9])[CH:6]=[C:5]([O:10][CH2:11][C:23]2[CH:24]=[CH:25][CH:26]=[CH:27][CH:28]=2)[CH:4]=1)[C:3]1[CH:8]=[CH:7][CH:6]=[CH:5][CH:4]=1. The catalyst class is: 91. (3) The catalyst class is: 5. Reactant: [Cl:1][C:2]1[N:7]=[CH:6][C:5]([CH:8]=[N:9][C:10]2[S:11][CH:12]=[CH:13][N:14]=2)=[CH:4][CH:3]=1.[BH4-].[Na+]. Product: [Cl:1][C:2]1[N:7]=[CH:6][C:5]([CH2:8][NH:9][C:10]2[S:11][CH:12]=[CH:13][N:14]=2)=[CH:4][CH:3]=1. (4) Reactant: [NH2:1][C:2]1[CH:3]=[C:4]([CH:8]=[CH:9][C:10]=1[NH2:11])[C:5]([NH2:7])=[O:6].[Cl:12][C:13]1[CH:28]=[CH:27][C:16]([C:17]([C:19]2[CH:26]=[CH:25][C:22]([CH:23]=O)=[CH:21][CH:20]=2)=[O:18])=[CH:15][CH:14]=1.S(S([O-])=O)([O-])(=O)=O.[Na+].[Na+]. Product: [Cl:12][C:13]1[CH:14]=[CH:15][C:16]([C:17]([C:19]2[CH:26]=[CH:25][C:22]([C:23]3[NH:11][C:10]4[CH:9]=[CH:8][C:4]([C:5]([NH2:7])=[O:6])=[CH:3][C:2]=4[N:1]=3)=[CH:21][CH:20]=2)=[O:18])=[CH:27][CH:28]=1. The catalyst class is: 44.